This data is from NCI-60 drug combinations with 297,098 pairs across 59 cell lines. The task is: Regression. Given two drug SMILES strings and cell line genomic features, predict the synergy score measuring deviation from expected non-interaction effect. Drug 1: C1=NC2=C(N=C(N=C2N1C3C(C(C(O3)CO)O)F)Cl)N. Drug 2: CC1C(C(CC(O1)OC2CC(CC3=C2C(=C4C(=C3O)C(=O)C5=C(C4=O)C(=CC=C5)OC)O)(C(=O)CO)O)N)O.Cl. Cell line: SN12C. Synergy scores: CSS=42.7, Synergy_ZIP=-4.80, Synergy_Bliss=-5.12, Synergy_Loewe=-3.75, Synergy_HSA=-2.62.